Dataset: Peptide-MHC class I binding affinity with 185,985 pairs from IEDB/IMGT. Task: Regression. Given a peptide amino acid sequence and an MHC pseudo amino acid sequence, predict their binding affinity value. This is MHC class I binding data. (1) The peptide sequence is ISKKAKGWF. The MHC is HLA-A01:01 with pseudo-sequence HLA-A01:01. The binding affinity (normalized) is 0.0603. (2) The peptide sequence is AEQASQDVKNW. The MHC is HLA-B45:01 with pseudo-sequence HLA-B45:01. The binding affinity (normalized) is 0.355. (3) The peptide sequence is KVMDFGIAR. The MHC is HLA-A31:01 with pseudo-sequence HLA-A31:01. The binding affinity (normalized) is 0.787. (4) The peptide sequence is RRTPRVSWK. The MHC is HLA-B27:05 with pseudo-sequence HLA-B27:05. The binding affinity (normalized) is 0.541. (5) The peptide sequence is MMMSTAVAF. The MHC is HLA-B15:01 with pseudo-sequence HLA-B15:01. The binding affinity (normalized) is 0.418. (6) The binding affinity (normalized) is 0.516. The peptide sequence is NLYNIRNL. The MHC is HLA-A02:03 with pseudo-sequence HLA-A02:03.